Dataset: Forward reaction prediction with 1.9M reactions from USPTO patents (1976-2016). Task: Predict the product of the given reaction. The product is: [CH2:31]([S:33]([N:6]1[CH2:5][C:4](=[CH:3][C:1]#[N:2])[CH2:7]1)(=[O:35])=[O:34])[CH3:32].[Cl:15][C:4]1([CH2:3][C:1]#[N:2])[CH2:5][N:6]([S:33]([CH2:31][CH3:32])(=[O:35])=[O:34])[CH2:7]1. Given the reactants [C:1]([CH:3]=[C:4]1[CH2:7][N:6](C(OC(C)(C)C)=O)[CH2:5]1)#[N:2].[ClH:15].O1CCOCC1.C(N(C(C)C)CC)(C)C.[CH2:31]([S:33](Cl)(=[O:35])=[O:34])[CH3:32], predict the reaction product.